From a dataset of Reaction yield outcomes from USPTO patents with 853,638 reactions. Predict the reaction yield, written as a fraction of the theoretical maximum amount of product (1.0 means a 100% yield; for example, 0.34 means a 34% yield). (1) The reactants are CS(OCC#[C:8][C:9]1[CH:14]=[C:13]([CH3:15])[CH:12]=[CH:11][C:10]=1[NH:16][C:17]([CH:19]1[O:24][C:23]2[CH:25]=[CH:26][C:27]([O:29][C:30]([F:33])([F:32])[F:31])=[CH:28][C:22]=2[NH:21][CH2:20]1)=[O:18])(=O)=O.[CH3:34][CH2:35][N:36]([CH:40]([CH3:42])C)[CH:37](C)[CH3:38].N1CC[O:46]CC1.[Cl:49]CCl. No catalyst specified. The product is [ClH:49].[ClH:49].[CH3:15][C:13]1[CH:12]=[CH:11][C:10]([NH:16][C:17]([CH:19]2[O:24][C:23]3[CH:25]=[CH:26][C:27]([O:29][C:30]([F:32])([F:33])[F:31])=[CH:28][C:22]=3[NH:21][CH2:20]2)=[O:18])=[C:9]([C:8]#[C:34][CH2:35][N:36]2[CH2:40][CH2:42][O:46][CH2:38][CH2:37]2)[CH:14]=1. The yield is 0.220. (2) The product is [NH:3]1[C:4]2[CH:9]=[CH:8][CH:7]=[CH:6][C:5]=2[N:1]=[C:2]1[CH2:10][O:11][C:12]1[CH:19]=[C:18]([O:20][CH3:21])[C:17]([C:22]2[S:23][CH:24]=[CH:25][CH:26]=2)=[CH:16][C:13]=1/[CH:14]=[CH:28]/[C:27]([C:30]1[CH:31]=[CH:32][C:33]([S:36]([NH2:39])(=[O:38])=[O:37])=[CH:34][CH:35]=1)=[O:29]. The reactants are [NH:1]1[C:5]2[CH:6]=[CH:7][CH:8]=[CH:9][C:4]=2[N:3]=[C:2]1[CH2:10][O:11][C:12]1[CH:19]=[C:18]([O:20][CH3:21])[C:17]([C:22]2[S:23][CH:24]=[CH:25][CH:26]=2)=[CH:16][C:13]=1[CH:14]=O.[C:27]([C:30]1[CH:35]=[CH:34][C:33]([S:36]([NH2:39])(=[O:38])=[O:37])=[CH:32][CH:31]=1)(=[O:29])[CH3:28]. The yield is 0.560. No catalyst specified.